Dataset: Peptide-MHC class I binding affinity with 185,985 pairs from IEDB/IMGT. Task: Regression. Given a peptide amino acid sequence and an MHC pseudo amino acid sequence, predict their binding affinity value. This is MHC class I binding data. (1) The peptide sequence is YSDPLALRE. The MHC is HLA-A01:01 with pseudo-sequence HLA-A01:01. The binding affinity (normalized) is 0.485. (2) The peptide sequence is RFRCVGPAP. The MHC is HLA-B48:01 with pseudo-sequence HLA-B48:01. The binding affinity (normalized) is 0.0847. (3) The MHC is HLA-B27:05 with pseudo-sequence HLA-B27:05. The peptide sequence is EEILSQLYRP. The binding affinity (normalized) is 0.